From a dataset of Reaction yield outcomes from USPTO patents with 853,638 reactions. Predict the reaction yield, written as a fraction of the theoretical maximum amount of product (1.0 means a 100% yield; for example, 0.34 means a 34% yield). (1) The reactants are Br[C:2]1[CH:7]=[CH:6][C:5]([NH2:8])=[C:4]([N+:9]([O-:11])=[O:10])[CH:3]=1.[CH3:12][N:13]([CH3:17])[CH2:14][C:15]#[CH:16]. The catalyst is Cl[Pd](Cl)([P](C1C=CC=CC=1)(C1C=CC=CC=1)C1C=CC=CC=1)[P](C1C=CC=CC=1)(C1C=CC=CC=1)C1C=CC=CC=1.[Cu]I. The product is [CH3:12][N:13]([CH3:17])[CH2:14][C:15]#[C:16][C:2]1[CH:7]=[CH:6][C:5]([NH2:8])=[C:4]([N+:9]([O-:11])=[O:10])[CH:3]=1. The yield is 0.700. (2) The reactants are N12CCCN=C1CCCCC2.Cl.[NH2:13][CH2:14][C:15]1[CH:23]=[CH:22][CH:21]=[C:20]2[C:16]=1[C:17](=[O:33])[N:18]([CH:25]1[CH2:30][CH2:29][C:28](=[O:31])[NH:27][C:26]1=[O:32])[C:19]2=[O:24].[C:34](Cl)(=[O:38])[CH2:35][CH2:36][CH3:37]. The catalyst is CC#N. The product is [O:32]=[C:26]1[CH:25]([N:18]2[C:17](=[O:33])[C:16]3[C:20](=[CH:21][CH:22]=[CH:23][C:15]=3[CH2:14][NH:13][C:34](=[O:38])[CH2:35][CH2:36][CH3:37])[C:19]2=[O:24])[CH2:30][CH2:29][C:28](=[O:31])[NH:27]1. The yield is 0.620. (3) The reactants are C(OC([NH:11][CH:12]1[CH2:15][CH:14]([C:16]2[CH:21]=[CH:20][C:19]([C:22]3[N:23]=[C:24]([C@@H:27]4[CH2:31][CH2:30][CH2:29][N:28]4[C:32]([O:34][C:35]([CH3:38])([CH3:37])[CH3:36])=[O:33])[NH:25][CH:26]=3)=[CH:18][CH:17]=2)[CH2:13]1)=O)C1C=CC=CC=1. The catalyst is CO.[Pd]. The product is [NH2:11][CH:12]1[CH2:13][CH:14]([C:16]2[CH:21]=[CH:20][C:19]([C:22]3[N:23]=[C:24]([C@@H:27]4[CH2:31][CH2:30][CH2:29][N:28]4[C:32]([O:34][C:35]([CH3:38])([CH3:37])[CH3:36])=[O:33])[NH:25][CH:26]=3)=[CH:18][CH:17]=2)[CH2:15]1. The yield is 0.990. (4) The reactants are [Cl:1][C:2]1[CH:7]=[CH:6][C:5]([O:8][C:9]2[CH:14]=[CH:13][C:12]([CH2:15][CH2:16][O:17][C:18]3[NH:19][CH:20]=[C:21]([CH2:25][CH3:26])[C:22](=[O:24])[N:23]=3)=[CH:11][CH:10]=2)=[CH:4][C:3]=1[C:27]([F:30])([F:29])[F:28].[CH3:31]CN(C(C)C)C(C)C.CI. The catalyst is C(Cl)Cl. The product is [Cl:1][C:2]1[CH:7]=[CH:6][C:5]([O:8][C:9]2[CH:10]=[CH:11][C:12]([CH2:15][CH2:16][O:17][C:18]3[N:19]([CH3:31])[CH:20]=[C:21]([CH2:25][CH3:26])[C:22](=[O:24])[N:23]=3)=[CH:13][CH:14]=2)=[CH:4][C:3]=1[C:27]([F:28])([F:30])[F:29]. The yield is 0.299. (5) The reactants are C([O:4][C:5]([CH3:10])([CH3:9])[C:6](Cl)=[O:7])(=O)C.[NH2:11][C:12]1[C:20]2[C:15](=[N:16][CH:17]=[C:18]([Cl:35])[C:19]=2[N:21]2[CH2:26][CH2:25][CH2:24][C@@H:23]([NH:27][C:28](=[O:34])[O:29][C:30]([CH3:33])([CH3:32])[CH3:31])[CH2:22]2)[NH:14][CH:13]=1.C(N(CC)CC)C.[Li+].[OH-]. The catalyst is ClCCl.CN1C(=O)CCC1.O.CC#N.O.C1COCC1. The product is [Cl:35][C:18]1[C:19]([N:21]2[CH2:26][CH2:25][CH2:24][C@@H:23]([NH:27][C:28](=[O:34])[O:29][C:30]([CH3:31])([CH3:32])[CH3:33])[CH2:22]2)=[C:20]2[C:12]([NH:11][C:6](=[O:7])[C:5]([OH:4])([CH3:10])[CH3:9])=[CH:13][NH:14][C:15]2=[N:16][CH:17]=1. The yield is 0.890. (6) The catalyst is CN(C)C=O. The reactants are Cl[C:2]1[CH:7]=[C:6]([Cl:8])[N:5]=[CH:4][N:3]=1.[NH2:9][C:10]1[CH:18]=[CH:17][CH:16]=[C:15]2[C:11]=1[CH:12]=[CH:13][NH:14]2.C(N(CC)C(C)C)(C)C. The product is [Cl:8][C:6]1[N:5]=[CH:4][N:3]=[C:2]([NH:9][C:10]2[CH:18]=[CH:17][CH:16]=[C:15]3[C:11]=2[CH:12]=[CH:13][NH:14]3)[CH:7]=1. The yield is 0.370. (7) The reactants are [C:1]([NH:4][C:5]1[CH:9]=[CH:8][NH:7][C:6]=1[C:10]([O:12][CH2:13][CH3:14])=[O:11])(=[O:3])[CH3:2].[CH2:15]([O:17][C:18]([C:20]1[CH:25]=[CH:24][C:23](B(O)O)=[CH:22][CH:21]=1)=[O:19])[CH3:16].N1C=CC=CC=1.O. The catalyst is C(Cl)Cl.C([O-])(=O)C.[Cu+2].C([O-])(=O)C. The product is [C:1]([NH:4][C:5]1[CH:9]=[CH:8][N:7]([C:23]2[CH:24]=[CH:25][C:20]([C:18]([O:17][CH2:15][CH3:16])=[O:19])=[CH:21][CH:22]=2)[C:6]=1[C:10]([O:12][CH2:13][CH3:14])=[O:11])(=[O:3])[CH3:2]. The yield is 0.273.